This data is from Forward reaction prediction with 1.9M reactions from USPTO patents (1976-2016). The task is: Predict the product of the given reaction. (1) Given the reactants Cl.[NH2:2]O.C[O-].[Na+].[C:7]([N:15]=[C:16](OCC)[CH3:17])(=[O:14])[C:8]1[CH:13]=[CH:12][CH:11]=[CH:10][CH:9]=1.O, predict the reaction product. The product is: [CH3:17][C:16]1[N:15]=[C:7]([C:8]2[CH:13]=[CH:12][CH:11]=[CH:10][CH:9]=2)[O:14][N:2]=1. (2) Given the reactants [Cl:1][C:2]1[N:7]=[N:6][C:5]([NH2:8])=[CH:4][CH:3]=1.Cl[CH2:10][C:11](=O)[CH3:12], predict the reaction product. The product is: [Cl:1][C:2]1[CH:3]=[CH:4][C:5]2[N:6]([CH:10]=[C:11]([CH3:12])[N:8]=2)[N:7]=1. (3) Given the reactants [C:1]([CH:3]([CH3:9])[C:4]([O:6][CH2:7][CH3:8])=[O:5])#[N:2].C=O.[C:12](=O)([O-])[O-:13].[K+].[K+], predict the reaction product. The product is: [CH2:7]([O:6][C:4](=[O:5])[C:3]([C:1]#[N:2])([CH2:12][OH:13])[CH3:9])[CH3:8]. (4) Given the reactants [CH3:5][N:6]([CH2:4][CH2:5][N:6]([CH3:8])[CH3:4])[CH3:8].C([Li])CCC.[Se:14]1[CH:18]=[CH:17][CH:16]=[CH:15]1.[N:19]1[CH:24]=[CH:23][CH:22]=[C:21]([CH:25]=[O:26])[CH:20]=1.[CH2:27]1C[O:30][CH2:29][CH2:28]1, predict the reaction product. The product is: [N:19]1[CH:24]=[CH:23][CH:22]=[C:21]([CH:25]([OH:26])[C:15]2[Se:14][C:18]([CH:29]([C:28]3[CH:8]=[N:6][CH:5]=[CH:4][CH:27]=3)[OH:30])=[CH:17][CH:16]=2)[CH:20]=1. (5) Given the reactants C([O:8][N:9]([CH2:12][C@@H:13]([CH2:17][C:18]1[CH:23]=[CH:22][CH:21]=[CH:20][CH:19]=1)[C:14]([OH:16])=O)[CH:10]=[O:11])C1C=CC=CC=1.[NH:24]1[CH2:28][CH2:27][CH2:26][C@H:25]1[C:29]1[NH:33][C:32]2[CH:34]=[CH:35][CH:36]=[CH:37][C:31]=2[N:30]=1, predict the reaction product. The product is: [NH:30]1[C:31]2[CH:37]=[CH:36][CH:35]=[CH:34][C:32]=2[N:33]=[C:29]1[C@@H:25]1[CH2:26][CH2:27][CH2:28][N:24]1[C:14](=[O:16])[C@H:13]([CH2:17][C:18]1[CH:19]=[CH:20][CH:21]=[CH:22][CH:23]=1)[CH2:12][N:9]([OH:8])[CH:10]=[O:11]. (6) Given the reactants [OH:1][CH:2]1[CH2:7][CH2:6][NH:5][CH2:4][CH2:3]1.CC(C)([O-])C.[K+].[Cl:14][C:15]1[CH:20]=[CH:19][C:18](F)=[CH:17][C:16]=1[Cl:22], predict the reaction product. The product is: [Cl:14][C:15]1[CH:20]=[C:19]([CH:18]=[CH:17][C:16]=1[Cl:22])[O:1][CH:2]1[CH2:7][CH2:6][NH:5][CH2:4][CH2:3]1. (7) Given the reactants C([O:3][C:4]([C:6]1[C:7]([CH3:27])=[C:8]([C:20]([O:22][C:23]([CH3:26])([CH3:25])[CH3:24])=[O:21])[NH:9][C:10]=1[CH2:11][CH2:12][CH2:13][NH:14][CH2:15][CH2:16][N:17]([CH3:19])[CH3:18])=O)C.C[Al](C)C, predict the reaction product. The product is: [C:23]([O:22][C:20]([C:8]1[NH:9][C:10]2[CH2:11][CH2:12][CH2:13][N:14]([CH2:15][CH2:16][N:17]([CH3:19])[CH3:18])[C:4](=[O:3])[C:6]=2[C:7]=1[CH3:27])=[O:21])([CH3:26])([CH3:25])[CH3:24].